Dataset: CYP1A2 inhibition data for predicting drug metabolism from PubChem BioAssay. Task: Regression/Classification. Given a drug SMILES string, predict its absorption, distribution, metabolism, or excretion properties. Task type varies by dataset: regression for continuous measurements (e.g., permeability, clearance, half-life) or binary classification for categorical outcomes (e.g., BBB penetration, CYP inhibition). Dataset: cyp1a2_veith. (1) The molecule is O=C(Nc1ccc(OC(F)(F)F)cc1)c1n[nH]c(Cn2cncn2)n1. The result is 1 (inhibitor). (2) The compound is CCN(CC)CCNC(=O)/C(=C/c1ccc[nH]1)NC(=O)c1ccccc1. The result is 0 (non-inhibitor). (3) The molecule is CN1CCN(c2ncc3ncc(=O)n(Cc4cccs4)c3n2)CC1. The result is 1 (inhibitor). (4) The molecule is Fc1ccc(CSc2ncnc3sc4c(c23)CCCC4)cc1. The result is 1 (inhibitor). (5) The compound is NC[C@@H]1O[C@H](O[C@@H]2[C@H](CO)O[C@H](O[C@@H]3[C@H](O[C@@H]4O[C@H](CO)[C@@H](O)[C@H](O)[C@@H]4N)[C@@H](N)C[C@@H](N)[C@H]3O)[C@H]2O)[C@@H](N)[C@H](O)[C@@H]1O. The result is 0 (non-inhibitor). (6) The compound is O=c1cc(CN2CCN(c3ccc(F)cc3)CC2)c2cc3c(cc2o1)CCCC3. The result is 0 (non-inhibitor).